Dataset: Catalyst prediction with 721,799 reactions and 888 catalyst types from USPTO. Task: Predict which catalyst facilitates the given reaction. (1) Reactant: [CH3:1][O:2][C:3](=[O:30])[CH2:4][N:5]([CH2:16][C:17]1[CH:26]=[C:25]([N+:27]([O-:29])=[O:28])[CH:24]=[CH:23][C:18]=1[C:19](OC)=[O:20])S(C1C=CC(C)=CC=1)(=O)=O.C[O-].[Na+]. Product: [OH:20][C:19]1[C:18]2[C:17](=[CH:26][C:25]([N+:27]([O-:29])=[O:28])=[CH:24][CH:23]=2)[CH:16]=[N:5][C:4]=1[C:3]([O:2][CH3:1])=[O:30]. The catalyst class is: 5. (2) Reactant: [F:1][C:2]([F:12])([F:11])[C:3](=[O:10])[CH2:4][C:5]([O:7]CC)=O.[F:13][CH:14]([F:34])[O:15][C:16]1[CH:21]=[CH:20][C:19]([N:22]2[CH2:27][CH2:26][CH:25]([C:28]3[CH:32]=[C:31]([NH2:33])[NH:30][N:29]=3)[CH2:24][CH2:23]2)=[CH:18][CH:17]=1. Product: [F:34][CH:14]([F:13])[O:15][C:16]1[CH:21]=[CH:20][C:19]([N:22]2[CH2:27][CH2:26][CH:25]([C:28]3[C:32]4[C:3]([OH:10])([C:2]([F:1])([F:11])[F:12])[CH2:4][C:5](=[O:7])[NH:33][C:31]=4[NH:30][N:29]=3)[CH2:24][CH2:23]2)=[CH:18][CH:17]=1. The catalyst class is: 15. (3) The catalyst class is: 7. Product: [NH2:1][CH:4]([C:6]1[N:7]=[C:8]2[S:22][CH:21]=[C:20]([CH3:23])[N:9]2[C:10](=[O:19])[C:11]=1[C:12]1[CH:13]=[CH:14][C:15]([CH3:18])=[CH:16][CH:17]=1)[CH3:5]. Reactant: [N:1]([CH:4]([C:6]1[N:7]=[C:8]2[S:22][CH:21]=[C:20]([CH3:23])[N:9]2[C:10](=[O:19])[C:11]=1[C:12]1[CH:17]=[CH:16][C:15]([CH3:18])=[CH:14][CH:13]=1)[CH3:5])=[N+]=[N-].CP(C)C. (4) Reactant: CN(C(ON1N=NC2[CH:12]=[CH:13][CH:14]=[N:15][C:10]1=2)=[N+](C)C)C.F[P-](F)(F)(F)(F)F.C(N(C(C)C)CC)(C)C.N1CCCC1.[N:39]1[CH:44]=[CH:43][C:42]([C:45]2[N:46]=[C:47]([N:54]3[C:62]4[C:57](=[CH:58][CH:59]=[C:60]([O:63][CH2:64][C:65]([OH:67])=O)[CH:61]=4)[CH2:56][CH2:55]3)[C:48]3[CH2:53][S:52][CH2:51][C:49]=3[N:50]=2)=[CH:41][CH:40]=1. Product: [N:39]1[CH:40]=[CH:41][C:42]([C:45]2[N:46]=[C:47]([N:54]3[C:62]4[C:57](=[CH:58][CH:59]=[C:60]([O:63][CH2:64][C:65]([N:15]5[CH2:14][CH2:13][CH2:12][CH2:10]5)=[O:67])[CH:61]=4)[CH2:56][CH2:55]3)[C:48]3[CH2:53][S:52][CH2:51][C:49]=3[N:50]=2)=[CH:43][CH:44]=1. The catalyst class is: 18. (5) Reactant: [F:1][C:2]1[CH:9]=[C:8]([O:10][C:11]2[CH:16]=[C:15]([F:17])[CH:14]=[CH:13][C:12]=2[O:18][CH3:19])[C:7]([F:20])=[CH:6][C:3]=1[C:4]#[N:5].C(=O)([O-])[O-:22].[K+].[K+].OO. Product: [F:1][C:2]1[CH:9]=[C:8]([O:10][C:11]2[CH:16]=[C:15]([F:17])[CH:14]=[CH:13][C:12]=2[O:18][CH3:19])[C:7]([F:20])=[CH:6][C:3]=1[C:4]([NH2:5])=[O:22]. The catalyst class is: 16.